Regression. Given two drug SMILES strings and cell line genomic features, predict the synergy score measuring deviation from expected non-interaction effect. From a dataset of NCI-60 drug combinations with 297,098 pairs across 59 cell lines. (1) Drug 1: CNC(=O)C1=CC=CC=C1SC2=CC3=C(C=C2)C(=NN3)C=CC4=CC=CC=N4. Drug 2: B(C(CC(C)C)NC(=O)C(CC1=CC=CC=C1)NC(=O)C2=NC=CN=C2)(O)O. Cell line: MDA-MB-231. Synergy scores: CSS=3.67, Synergy_ZIP=0.860, Synergy_Bliss=-0.841, Synergy_Loewe=-1.55, Synergy_HSA=-4.11. (2) Drug 1: CCN(CC)CCNC(=O)C1=C(NC(=C1C)C=C2C3=C(C=CC(=C3)F)NC2=O)C. Drug 2: C(CN)CNCCSP(=O)(O)O. Cell line: SK-MEL-5. Synergy scores: CSS=1.46, Synergy_ZIP=-1.41, Synergy_Bliss=-1.28, Synergy_Loewe=1.66, Synergy_HSA=-1.35. (3) Drug 1: CC1=CC=C(C=C1)C2=CC(=NN2C3=CC=C(C=C3)S(=O)(=O)N)C(F)(F)F. Drug 2: CS(=O)(=O)CCNCC1=CC=C(O1)C2=CC3=C(C=C2)N=CN=C3NC4=CC(=C(C=C4)OCC5=CC(=CC=C5)F)Cl. Cell line: UACC62. Synergy scores: CSS=-3.11, Synergy_ZIP=0.853, Synergy_Bliss=-0.796, Synergy_Loewe=-6.21, Synergy_HSA=-5.15. (4) Drug 1: CN(C)N=NC1=C(NC=N1)C(=O)N. Drug 2: CC1C(C(=O)NC(C(=O)N2CCCC2C(=O)N(CC(=O)N(C(C(=O)O1)C(C)C)C)C)C(C)C)NC(=O)C3=C4C(=C(C=C3)C)OC5=C(C(=O)C(=C(C5=N4)C(=O)NC6C(OC(=O)C(N(C(=O)CN(C(=O)C7CCCN7C(=O)C(NC6=O)C(C)C)C)C)C(C)C)C)N)C. Cell line: OVCAR3. Synergy scores: CSS=4.12, Synergy_ZIP=-0.767, Synergy_Bliss=3.30, Synergy_Loewe=2.21, Synergy_HSA=2.76. (5) Drug 1: C1CCC(C1)C(CC#N)N2C=C(C=N2)C3=C4C=CNC4=NC=N3. Drug 2: CC1OCC2C(O1)C(C(C(O2)OC3C4COC(=O)C4C(C5=CC6=C(C=C35)OCO6)C7=CC(=C(C(=C7)OC)O)OC)O)O. Cell line: SN12C. Synergy scores: CSS=47.8, Synergy_ZIP=6.17, Synergy_Bliss=6.93, Synergy_Loewe=4.33, Synergy_HSA=10.0. (6) Drug 1: C1=NNC2=C1C(=O)NC=N2. Drug 2: CC(C)CN1C=NC2=C1C3=CC=CC=C3N=C2N. Cell line: NCI-H460. Synergy scores: CSS=7.46, Synergy_ZIP=-0.764, Synergy_Bliss=-1.11, Synergy_Loewe=-3.41, Synergy_HSA=-4.66. (7) Drug 1: C1=CC=C(C=C1)NC(=O)CCCCCCC(=O)NO. Drug 2: CC1CCC2CC(C(=CC=CC=CC(CC(C(=O)C(C(C(=CC(C(=O)CC(OC(=O)C3CCCCN3C(=O)C(=O)C1(O2)O)C(C)CC4CCC(C(C4)OC)OCCO)C)C)O)OC)C)C)C)OC. Cell line: U251. Synergy scores: CSS=5.26, Synergy_ZIP=3.36, Synergy_Bliss=8.62, Synergy_Loewe=-2.86, Synergy_HSA=2.35.